Dataset: Catalyst prediction with 721,799 reactions and 888 catalyst types from USPTO. Task: Predict which catalyst facilitates the given reaction. (1) Reactant: [CH2:1]([O:8][C:9]1[C:10]([C:41]([OH:43])=O)=[N:11][C:12]([C:15]2[C:16]([N:35]([CH3:40])[S:36]([CH3:39])(=[O:38])=[O:37])=[CH:17][C:18]3[O:22][C:21]([C:23]4[CH:28]=[CH:27][C:26]([F:29])=[CH:25][CH:24]=4)=[C:20]([C:30](=[O:33])[NH:31][CH3:32])[C:19]=3[CH:34]=2)=[CH:13][CH:14]=1)[C:2]1[CH:7]=[CH:6][CH:5]=[CH:4][CH:3]=1.CN1CCOCC1.C(OC(Cl)=O)C.[F:57][C:58]1[CH:63]=[CH:62][C:61]([C@H:64]([NH2:66])[CH3:65])=[CH:60][CH:59]=1. Product: [CH2:1]([O:8][C:9]1[C:10]([C:41]([NH:66][C@@H:64]([C:61]2[CH:62]=[CH:63][C:58]([F:57])=[CH:59][CH:60]=2)[CH3:65])=[O:43])=[N:11][C:12]([C:15]2[C:16]([N:35]([CH3:40])[S:36]([CH3:39])(=[O:37])=[O:38])=[CH:17][C:18]3[O:22][C:21]([C:23]4[CH:24]=[CH:25][C:26]([F:29])=[CH:27][CH:28]=4)=[C:20]([C:30](=[O:33])[NH:31][CH3:32])[C:19]=3[CH:34]=2)=[CH:13][CH:14]=1)[C:2]1[CH:3]=[CH:4][CH:5]=[CH:6][CH:7]=1. The catalyst class is: 1. (2) Reactant: Br[C:2]1[CH:3]=[CH:4][C:5]([O:8][CH2:9][C:10]2[CH:15]=[CH:14][CH:13]=[CH:12][CH:11]=2)=[N:6][CH:7]=1.[O:16]1[C:20]2([CH2:25][CH2:24][C:23](=[O:26])[CH2:22][CH2:21]2)[O:19][CH2:18][CH2:17]1. Product: [CH2:9]([O:8][C:5]1[N:6]=[CH:7][C:2]([C:23]2([OH:26])[CH2:24][CH2:25][C:20]3([O:19][CH2:18][CH2:17][O:16]3)[CH2:21][CH2:22]2)=[CH:3][CH:4]=1)[C:10]1[CH:15]=[CH:14][CH:13]=[CH:12][CH:11]=1. The catalyst class is: 28. (3) Product: [CH3:15][C:16]1[C:20]([N+:21]([O-:23])=[O:22])=[C:19]([CH3:24])[N:18]([CH:48]2[CH2:49][CH2:50][N:45]([CH3:44])[CH2:46][CH2:47]2)[N:17]=1. Reactant: N(C(OC(C)C)=O)=NC(OC(C)C)=O.[CH3:15][C:16]1[C:20]([N+:21]([O-:23])=[O:22])=[C:19]([CH3:24])[NH:18][N:17]=1.C1(P(C2C=CC=CC=2)C2C=CC=CC=2)C=CC=CC=1.[CH3:44][N:45]1[CH2:50][CH2:49][CH:48](O)[CH2:47][CH2:46]1. The catalyst class is: 1. (4) Reactant: C(OC([N:8]1[C:16]2[N:11]([C:12](=[O:34])[N:13]=[C:14]([O:17][CH2:18][C:19]3[CH:24]=[CH:23][C:22]([O:25][C:26]4[CH:27]=[N:28][C:29]([F:32])=[CH:30][CH:31]=4)=[C:21]([F:33])[CH:20]=3)[CH:15]=2)[CH2:10][C:9]1([CH3:36])[CH3:35])=O)(C)(C)C.C(O)(C(F)(F)F)=O. Product: [F:33][C:21]1[CH:20]=[C:19]([CH:24]=[CH:23][C:22]=1[O:25][C:26]1[CH:27]=[N:28][C:29]([F:32])=[CH:30][CH:31]=1)[CH2:18][O:17][C:14]1[CH:15]=[C:16]2[NH:8][C:9]([CH3:36])([CH3:35])[CH2:10][N:11]2[C:12](=[O:34])[N:13]=1. The catalyst class is: 4. (5) Reactant: OC(CO)COC1C=CC(C=O)=CC=1.CC1C=CC(S(O[CH2:26][CH:27]([O:56]C2CCCCO2)[CH2:28][O:29][C:30]2[CH:35]=[CH:34][C:33]([C:36](=[O:55])[C:37]3[CH:42]=[CH:41][C:40]([O:43][CH2:44][CH:45]([O:48]C4CCCCO4)[CH2:46][Cl:47])=[CH:39][CH:38]=3)=[CH:32][CH:31]=2)(=O)=O)=CC=1.C1CCN2C(=NCCC2)CC1.[B-](F)(F)(F)[F:75].CCN([S+](F)F)CC. Product: [Cl:47][CH2:46][CH:45]([OH:48])[CH2:44][O:43][C:40]1[CH:41]=[CH:42][C:37]([C:36]([C:33]2[CH:34]=[CH:35][C:30]([O:29][CH2:28][CH:27]([OH:56])[CH2:26][F:75])=[CH:31][CH:32]=2)=[O:55])=[CH:38][CH:39]=1. The catalyst class is: 4.